From a dataset of Forward reaction prediction with 1.9M reactions from USPTO patents (1976-2016). Predict the product of the given reaction. (1) Given the reactants [F:1][C:2]1[C:7]2[O:8][CH2:9][C:10]3[C:15]([C:6]=2[CH:5]=[CH:4][C:3]=1[O:20]CC1C=CC(OC)=CC=1)=[CH:14][C:13]([NH:16][C:17](=[O:19])[CH3:18])=[N:12][CH:11]=3.[C:30]([OH:36])([C:32]([F:35])([F:34])[F:33])=[O:31], predict the reaction product. The product is: [F:1][C:2]1[C:7]2[O:8][CH2:9][C:10]3[C:15]([C:6]=2[CH:5]=[CH:4][C:3]=1[OH:20])=[CH:14][C:13]([NH:16][C:17](=[O:19])[CH3:18])=[N:12][CH:11]=3.[C:30]([OH:36])([C:32]([F:35])([F:34])[F:33])=[O:31]. (2) Given the reactants [CH2:1]([C:3]1[N:4]([C:28]2[CH:33]=[CH:32][C:31]([OH:34])=[CH:30][CH:29]=2)[C:5](=[O:27])[C:6]([CH2:12][C:13]2[CH:18]=[CH:17][C:16]([C:19]3[C:20]([C:25]#[N:26])=[CH:21][CH:22]=[CH:23][CH:24]=3)=[CH:15][CH:14]=2)=[C:7]([CH2:9][CH2:10][CH3:11])[N:8]=1)[CH3:2].[O:35]1[CH2:40][CH2:39][CH:38](O)[CH2:37][CH2:36]1.C1(P(C2C=CC=CC=2)C2C=CC=CC=2)C=CC=CC=1.[N:62]([C:63]([O:65]C(C)C)=[O:64])=[N:62][C:63]([O:65]C(C)C)=[O:64], predict the reaction product. The product is: [CH2:1]([C:3]1[N:4]([C:28]2[CH:33]=[CH:32][C:31]([O:34][CH:38]3[CH2:39][CH2:40][O:35][CH2:36][CH2:37]3)=[CH:30][CH:29]=2)[C:5](=[O:27])[C:6]([CH2:12][C:13]2[CH:18]=[CH:17][C:16]([C:19]3[CH:24]=[CH:23][CH:22]=[CH:21][C:20]=3[C:25]3[NH:62][C:63](=[O:64])[O:65][N:26]=3)=[CH:15][CH:14]=2)=[C:7]([CH2:9][CH2:10][CH3:11])[N:8]=1)[CH3:2]. (3) Given the reactants [C:1]([O:5][C:6](=[O:35])[CH2:7][O:8][C:9]1[C:18]2[CH2:17][CH2:16][CH2:15][C@@H:14]([N:19]([S:21]([C:24]3[CH:29]=[C:28]([C:30]([F:33])([F:32])[F:31])[CH:27]=[C:26](F)[CH:25]=3)(=[O:23])=[O:22])[CH3:20])[C:13]=2[CH:12]=[CH:11][CH:10]=1)([CH3:4])([CH3:3])[CH3:2].[Cl:36][C:37]1[CH:42]=[CH:41][C:40]([SH:43])=[CH:39][CH:38]=1.C(=O)([O-])[O-].[K+].[K+].Cl, predict the reaction product. The product is: [C:1]([O:5][C:6](=[O:35])[CH2:7][O:8][C:9]1[C:18]2[CH2:17][CH2:16][CH2:15][C@@H:14]([N:19]([S:21]([C:24]3[CH:29]=[C:28]([C:30]([F:32])([F:31])[F:33])[CH:27]=[C:26]([S:43][C:40]4[CH:41]=[CH:42][C:37]([Cl:36])=[CH:38][CH:39]=4)[CH:25]=3)(=[O:23])=[O:22])[CH3:20])[C:13]=2[CH:12]=[CH:11][CH:10]=1)([CH3:2])([CH3:4])[CH3:3]. (4) The product is: [ClH:26].[O:22]1[CH2:21][CH2:20][CH:19]([NH:18][C:17]([C:16]2[C:11]3[C:10]([CH3:27])=[CH:9][NH:8][C:12]=3[C:13]([NH:39][CH:33]3[CH2:38][CH2:37][CH2:36][CH2:35][CH2:34]3)=[N:14][CH:15]=2)=[O:25])[CH2:24][CH2:23]1. Given the reactants C(OC([N:8]1[C:12]2=[C:13]([Cl:26])[N:14]=[CH:15][C:16]([C:17](=[O:25])[NH:18][CH:19]3[CH2:24][CH2:23][O:22][CH2:21][CH2:20]3)=[C:11]2[C:10]([CH3:27])=[CH:9]1)=O)(C)(C)C.CS(O)(=O)=O.[CH:33]1([NH2:39])[CH2:38][CH2:37][CH2:36][CH2:35][CH2:34]1, predict the reaction product. (5) Given the reactants CS(C)=O.C(Cl)(C(Cl)=O)=O.[Si:11]([O:18][C@H:19]1[C@H:23]2[O:24][CH2:25][CH:26]([CH2:27][CH2:28][OH:29])[C@H:22]2[O:21][CH2:20]1)([C:14]([CH3:17])([CH3:16])[CH3:15])([CH3:13])[CH3:12].CCN(CC)CC, predict the reaction product. The product is: [Si:11]([O:18][C@H:19]1[C@H:23]2[O:24][CH2:25][CH:26]([CH2:27][CH:28]=[O:29])[C@H:22]2[O:21][CH2:20]1)([C:14]([CH3:17])([CH3:15])[CH3:16])([CH3:13])[CH3:12]. (6) Given the reactants [CH:1]1[C:11]2[CH2:10][CH2:9][C:8]3[CH:12]=[CH:13][CH:14]=[CH:15][C:7]=3[CH:6]([CH2:16][C:17](N(OC)C)=[O:18])[C:5]=2[CH:4]=[CH:3][CH:2]=1.I[C:24]1[CH:29]=[CH:28][N:27]=[CH:26][CH:25]=1, predict the reaction product. The product is: [CH:1]1[C:11]2[CH2:10][CH2:9][C:8]3[CH:12]=[CH:13][CH:14]=[CH:15][C:7]=3[CH:6]([CH2:16][C:17]([C:24]3[CH:29]=[CH:28][N:27]=[CH:26][CH:25]=3)=[O:18])[C:5]=2[CH:4]=[CH:3][CH:2]=1. (7) The product is: [CH3:13][O:14][C:15]1[CH:24]=[CH:23][C:22]([CH2:25][OH:26])=[CH:21][C:16]=1[C:17]([O:19][CH3:20])=[O:18]. Given the reactants C(OCC)(=O)C.CCCCCC.[CH3:13][O:14][C:15]1[CH:24]=[CH:23][C:22]([CH:25]=[O:26])=[CH:21][C:16]=1[C:17]([O:19][CH3:20])=[O:18].O1CCCC1.B.Cl, predict the reaction product. (8) Given the reactants [CH3:1][O:2][C:3](=[O:20])[C:4]([NH2:19])([CH3:18])[CH2:5][C:6]1[C:14]2[C:9](=[CH:10][CH:11]=[C:12]([O:15][CH2:16][CH3:17])[CH:13]=2)[NH:8][CH:7]=1.[OH:21][C:22]1[CH:23]=[C:24]([CH:27]=[CH:28][CH:29]=1)[CH:25]=O.FC(F)(F)C(O)=O.CO, predict the reaction product. The product is: [CH3:1][O:2][C:3]([C:4]1([CH3:18])[CH2:5][C:6]2[C:14]3[C:9](=[CH:10][CH:11]=[C:12]([O:15][CH2:16][CH3:17])[CH:13]=3)[NH:8][C:7]=2[CH:25]([C:24]2[CH:27]=[CH:28][CH:29]=[C:22]([OH:21])[CH:23]=2)[NH:19]1)=[O:20]. (9) The product is: [CH3:11][N:10]([CH3:12])[C:5]1[N:4]=[C:3]([CH2:13][CH2:14][CH2:15][CH2:16][CH2:17][CH2:18][CH2:19][CH2:20][CH2:21][CH2:22][CH2:23][CH2:24][CH2:25][CH2:26][CH2:27][CH3:28])[C:2]([OH:39])=[C:7]([O:8][CH3:9])[N:6]=1. Given the reactants Br[C:2]1[C:3]([CH2:13][CH2:14][CH2:15][CH2:16][CH2:17][CH2:18][CH2:19][CH2:20][CH2:21][CH2:22][CH2:23][CH2:24][CH2:25][CH2:26][CH2:27][CH3:28])=[N:4][C:5]([N:10]([CH3:12])[CH3:11])=[N:6][C:7]=1[O:8][CH3:9].C(N)CN.[Li]CCCC.C[O:39]B(OC)OC.OO.Cl, predict the reaction product. (10) Given the reactants ClC1C=C(Cl)N2N=C(N3C(=O)C4C(=CC=CC=4)C3=O)C(CC3C=CC=C(C(F)(F)F)C=3C)=C2N=1.[OH-].[Na+].C(O)(=O)C.N1CCOCC1.NN.[NH2:49][C:50]1[C:65]([CH2:66][C:67]2[CH:72]=[CH:71][CH:70]=[C:69]([C:73]([F:76])([F:75])[F:74])[C:68]=2[CH3:77])=[C:53]2[NH:54][C:55]([N:59]3[CH2:64][CH2:63][O:62][CH2:61][CH2:60]3)=[CH:56][C:57](=[O:58])[N:52]2[N:51]=1.C1(=O)OC(=O)C2=CC=CC=C12, predict the reaction product. The product is: [NH2:49][C:50]1[C:65]([CH2:66][C:67]2[CH:72]=[CH:71][CH:70]=[C:69]([C:73]([F:76])([F:75])[F:74])[C:68]=2[CH3:77])=[C:53]2[N:54]=[C:55]([N:59]3[CH2:64][CH2:63][O:62][CH2:61][CH2:60]3)[CH:56]=[C:57]([OH:58])[N:52]2[N:51]=1.